Dataset: Forward reaction prediction with 1.9M reactions from USPTO patents (1976-2016). Task: Predict the product of the given reaction. (1) The product is: [CH3:1][CH:2]([CH3:29])[C:3]([NH:5][C:6]1[CH:11]=[CH:10][CH:9]=[C:8]([CH:12]2[CH2:17][CH2:16][N:15]([CH2:18][CH2:19][C:20]3[C:32]4[C:31](=[C:40]5[CH:39]=[CH:38][CH:37]=[CH:36][C:35]5=[CH:34][CH:33]=4)[NH:41][C:21]=3[C:22]3[CH:27]=[CH:26][CH:25]=[CH:24][CH:23]=3)[CH2:14][CH2:13]2)[CH:7]=1)=[O:4]. Given the reactants [CH3:1][CH:2]([CH3:29])[C:3]([NH:5][C:6]1[CH:11]=[CH:10][CH:9]=[C:8]([CH:12]2[CH2:17][CH2:16][N:15]([CH2:18][CH2:19][CH2:20][C:21](=O)[C:22]3[CH:27]=[CH:26][CH:25]=[CH:24][CH:23]=3)[CH2:14][CH2:13]2)[CH:7]=1)=[O:4].Cl.[C:31]1([NH:41]N)[C:40]2[C:35](=[CH:36][CH:37]=[CH:38][CH:39]=2)[CH:34]=[CH:33][CH:32]=1, predict the reaction product. (2) Given the reactants [CH:1]1[C:9]2[C:8]3[CH:10]=[CH:11][CH:12]=[CH:13][C:7]=3[O:6][C:5]=2[C:4](B(O)O)=[CH:3][CH:2]=1.Br[C:18]1[CH:19]=[C:20]([Si:24]([C:37]2[CH:42]=[CH:41][CH:40]=[C:39]([Br:43])[CH:38]=2)([C:31]2[CH:36]=[CH:35][CH:34]=[CH:33][CH:32]=2)[C:25]2[CH:30]=[CH:29][CH:28]=[CH:27][CH:26]=2)[CH:21]=[CH:22][CH:23]=1.C([O-])([O-])=O.[K+].[K+], predict the reaction product. The product is: [Br:43][C:39]1[CH:38]=[C:37]([Si:24]([C:31]2[CH:32]=[CH:33][CH:34]=[C:35]([C:4]3[C:5]4[O:6][C:7]5[CH:13]=[CH:12][CH:11]=[CH:10][C:8]=5[C:9]=4[CH:1]=[CH:2][CH:3]=3)[CH:36]=2)([C:20]2[CH:19]=[CH:18][CH:23]=[CH:22][CH:21]=2)[C:25]2[CH:30]=[CH:29][CH:28]=[CH:27][CH:26]=2)[CH:42]=[CH:41][CH:40]=1. (3) Given the reactants [C:1]([O:5][C:6](=[O:22])[CH2:7][C@@H:8]([CH2:20]O)[NH:9][C:10]([O:12][CH2:13][C:14]1[CH:19]=[CH:18][CH:17]=[CH:16][CH:15]=1)=[O:11])([CH3:4])([CH3:3])[CH3:2].C1(P(C2C=CC=CC=2)C2C=CC=CC=2)C=CC=CC=1.N1C=CN=C1.[I:47]I, predict the reaction product. The product is: [C:1]([O:5][C:6](=[O:22])[CH2:7][C@@H:8]([CH2:20][I:47])[NH:9][C:10]([O:12][CH2:13][C:14]1[CH:19]=[CH:18][CH:17]=[CH:16][CH:15]=1)=[O:11])([CH3:4])([CH3:3])[CH3:2].